Dataset: Full USPTO retrosynthesis dataset with 1.9M reactions from patents (1976-2016). Task: Predict the reactants needed to synthesize the given product. The reactants are: [C:1]([N:8]1[CH2:13][CH2:12][N:11]([CH:14]2[CH2:19][CH2:18][NH:17][CH2:16][CH2:15]2)[CH2:10][CH2:9]1)([O:3][C:4]([CH3:7])([CH3:6])[CH3:5])=[O:2].[O:20]1[CH2:23][C:22](=O)[CH2:21]1.S([O-])([O-])(=O)=O.[Na+].[Na+].C(O[BH-](OC(=O)C)OC(=O)C)(=O)C.[Na+]. Given the product [O:20]1[CH2:23][CH:22]([N:17]2[CH2:18][CH2:19][CH:14]([N:11]3[CH2:10][CH2:9][N:8]([C:1]([O:3][C:4]([CH3:7])([CH3:6])[CH3:5])=[O:2])[CH2:13][CH2:12]3)[CH2:15][CH2:16]2)[CH2:21]1, predict the reactants needed to synthesize it.